From a dataset of Forward reaction prediction with 1.9M reactions from USPTO patents (1976-2016). Predict the product of the given reaction. (1) Given the reactants C1(O[C:8](=[O:25])[NH:9][CH:10]2[CH2:15][CH2:14][C:13]([N:22]([CH3:24])[CH3:23])([C:16]3[CH:21]=[CH:20][CH:19]=[CH:18][CH:17]=3)[CH2:12][CH2:11]2)C=CC=CC=1.[NH:26]1[CH2:31][CH2:30][CH:29]([C:32]2[C:40]3[C:35](=[CH:36][CH:37]=[CH:38][CH:39]=3)[NH:34][CH:33]=2)[CH2:28][CH2:27]1, predict the reaction product. The product is: [CH3:24][N:22]([CH3:23])[C:13]1([C:16]2[CH:17]=[CH:18][CH:19]=[CH:20][CH:21]=2)[CH2:12][CH2:11][CH:10]([NH:9][C:8]([N:26]2[CH2:31][CH2:30][CH:29]([C:32]3[C:40]4[C:35](=[CH:36][CH:37]=[CH:38][CH:39]=4)[NH:34][CH:33]=3)[CH2:28][CH2:27]2)=[O:25])[CH2:15][CH2:14]1. (2) Given the reactants [CH3:1][C:2]1[O:3][C:4]([C:7]2[CH:15]=[CH:14][C:10]([C:11]([OH:13])=O)=[CH:9][CH:8]=2)=[CH:5][N:6]=1.[C:16]([O:20][C:21]([N:23]1[CH2:28][CH2:27][CH:26]([NH:29][CH:30]2[CH2:32][CH2:31]2)[CH2:25][CH2:24]1)=[O:22])([CH3:19])([CH3:18])[CH3:17], predict the reaction product. The product is: [C:16]([O:20][C:21]([N:23]1[CH2:28][CH2:27][CH:26]([N:29]([CH:30]2[CH2:31][CH2:32]2)[C:11](=[O:13])[C:10]2[CH:9]=[CH:8][C:7]([C:4]3[O:3][C:2]([CH3:1])=[N:6][CH:5]=3)=[CH:15][CH:14]=2)[CH2:25][CH2:24]1)=[O:22])([CH3:19])([CH3:17])[CH3:18]. (3) Given the reactants [F:1][C:2]1[CH:3]=[C:4]([NH2:17])[CH:5]=[CH:6][C:7]=1[O:8][CH2:9][C:10]1[CH:15]=[CH:14][CH:13]=[C:12]([F:16])[CH:11]=1.[CH3:18][O:19][C:20](=[O:25])[CH2:21][C:22](Cl)=[O:23], predict the reaction product. The product is: [CH3:18][O:19][C:20](=[O:25])[CH2:21][C:22]([NH:17][C:4]1[CH:5]=[CH:6][C:7]([O:8][CH2:9][C:10]2[CH:15]=[CH:14][CH:13]=[C:12]([F:16])[CH:11]=2)=[C:2]([F:1])[CH:3]=1)=[O:23]. (4) Given the reactants [CH2:1]([O:5][C:6]([N:8]1[CH2:12][C@H:11]([S:13]CC2C=CC(OC)=CC=2)[CH2:10][C@H:9]1[CH2:23][N:24]([CH2:34][C:35]([O:37]C(C)(C)C)=[O:36])[CH2:25][C:26]1[CH:31]=[C:30]([F:32])[CH:29]=[CH:28][C:27]=1[F:33])=[O:7])[CH2:2][CH2:3][CH3:4].C([SiH](CC)CC)C, predict the reaction product. The product is: [CH2:1]([O:5][C:6]([N:8]1[CH2:12][C@H:11]([SH:13])[CH2:10][C@H:9]1[CH2:23][N:24]([CH2:34][C:35]([OH:37])=[O:36])[CH2:25][C:26]1[CH:31]=[C:30]([F:32])[CH:29]=[CH:28][C:27]=1[F:33])=[O:7])[CH2:2][CH2:3][CH3:4]. (5) Given the reactants Br[CH2:2][C:3]1[C:13]([F:14])=[CH:12][C:6]([C:7]([O:9][CH2:10][CH3:11])=[O:8])=[C:5]([F:15])[CH:4]=1.[Cl:16][C:17]1[CH:18]=[C:19]([OH:27])[CH:20]=[N:21][C:22]=1[O:23][CH:24]([CH3:26])[CH3:25].C(=O)([O-])[O-].[K+].[K+], predict the reaction product. The product is: [Cl:16][C:17]1[CH:18]=[C:19]([O:27][CH2:2][C:3]2[C:13]([F:14])=[CH:12][C:6]([C:7]([O:9][CH2:10][CH3:11])=[O:8])=[C:5]([F:15])[CH:4]=2)[CH:20]=[N:21][C:22]=1[O:23][CH:24]([CH3:25])[CH3:26]. (6) Given the reactants Br[C:2]1[C:7]([C:8]([O:10][CH3:11])=[O:9])=[C:6]([F:12])[C:5]([O:13][CH3:14])=[CH:4][CH:3]=1.[C:15](=[O:22])([O:17][C:18]([CH3:21])([CH3:20])[CH3:19])[NH2:16].C1(P(C2C=CC=CC=2)C2C=CC=C3C=2OC2C(P(C4C=CC=CC=4)C4C=CC=CC=4)=CC=CC=2C3(C)C)C=CC=CC=1.C(=O)([O-])[O-].[Cs+].[Cs+], predict the reaction product. The product is: [C:18]([O:17][C:15]([NH:16][C:2]1[C:7]([C:8]([O:10][CH3:11])=[O:9])=[C:6]([F:12])[C:5]([O:13][CH3:14])=[CH:4][CH:3]=1)=[O:22])([CH3:21])([CH3:20])[CH3:19]. (7) The product is: [NH2:19][C:20]1[CH:21]=[C:22]([C:26]2[CH:31]=[C:30]([C:32]3[CH:37]=[CH:36][CH:35]=[CH:34][C:33]=3[OH:38])[N:29]=[C:28]([NH:46][C:47]([C:49]3[S:50][C:51]([Cl:54])=[CH:52][CH:53]=3)=[O:48])[C:27]=2[C:55]#[N:56])[CH:23]=[CH:24][CH:25]=1. Given the reactants [F-].C([N+](CCCC)(CCCC)CCCC)CCC.[NH2:19][C:20]1[CH:21]=[C:22]([C:26]2[CH:31]=[C:30]([C:32]3[CH:37]=[CH:36][CH:35]=[CH:34][C:33]=3[O:38][Si](C(C)(C)C)(C)C)[N:29]=[C:28]([NH:46][C:47]([C:49]3[S:50][C:51]([Cl:54])=[CH:52][CH:53]=3)=[O:48])[C:27]=2[C:55]#[N:56])[CH:23]=[CH:24][CH:25]=1, predict the reaction product. (8) Given the reactants [Cl:1][C:2]1[C:3]([C:9]#[N:10])=[N:4][CH:5]=[C:6](Cl)[CH:7]=1.[C:11]([C:13]1[CH:23]=[CH:22][C:16]([C:17]([O:19][CH2:20][CH3:21])=[O:18])=[CH:15][C:14]=1[CH3:24])#[CH:12].C(N(CC)CC)C, predict the reaction product. The product is: [Cl:1][C:2]1[CH:7]=[C:6]([C:12]#[C:11][C:13]2[CH:23]=[CH:22][C:16]([C:17]([O:19][CH2:20][CH3:21])=[O:18])=[CH:15][C:14]=2[CH3:24])[CH:5]=[N:4][C:3]=1[C:9]#[N:10]. (9) Given the reactants N[C:2]1[N:10]=[C:9]2[C:5]([NH:6][CH:7]=[N:8]2)=[C:4]([Cl:11])[N:3]=1.[F:12][B-](F)(F)F.[H+].N([O-])=O.[Na+].[OH-].[Na+], predict the reaction product. The product is: [F:12][C:2]1[N:10]=[C:9]2[C:5]([NH:6][CH:7]=[N:8]2)=[C:4]([Cl:11])[N:3]=1. (10) The product is: [CH3:1][O:2][C:3](=[O:23])[C:4]1[CH:9]=[CH:8][C:7]([O:10][CH2:11][CH2:12][CH2:13][CH:14]2[CH2:15][CH2:16][N:17]([C:20]3[O:24][N:25]=[C:26]([CH:28]4[CH2:30][CH2:29]4)[N:21]=3)[CH2:18][CH2:19]2)=[CH:6][C:5]=1[CH3:22]. Given the reactants [CH3:1][O:2][C:3](=[O:23])[C:4]1[CH:9]=[CH:8][C:7]([O:10][CH2:11][CH2:12][CH2:13][CH:14]2[CH2:19][CH2:18][N:17]([C:20]#[N:21])[CH2:16][CH2:15]2)=[CH:6][C:5]=1[CH3:22].[OH:24][NH:25][C:26]([CH:28]1[CH2:30][CH2:29]1)=N, predict the reaction product.